Predict the product of the given reaction. From a dataset of Forward reaction prediction with 1.9M reactions from USPTO patents (1976-2016). (1) Given the reactants [CH:1]1[C:10]2[C:5](=[CH:6][C:7]([CH:11]([C:13]3[C:18]([CH3:20])([CH3:19])[CH2:17][CH2:16][C:15]([CH3:22])([CH3:21])[CH:14]=3)[OH:12])=[CH:8][CH:9]=2)[CH:4]=[CH:3][N:2]=1.C(=O)(O)[O-].[Na+].CC(OI1(OC(C)=O)(OC(C)=O)OC(=O)C2C=CC=CC1=2)=O, predict the reaction product. The product is: [CH:1]1[C:10]2[C:5](=[CH:6][C:7]([C:11]([C:13]3[C:18]([CH3:20])([CH3:19])[CH2:17][CH2:16][C:15]([CH3:22])([CH3:21])[CH:14]=3)=[O:12])=[CH:8][CH:9]=2)[CH:4]=[CH:3][N:2]=1. (2) The product is: [NH2:39][CH:6]([C:9]1[N:14]=[CH:13][C:12]([NH:15][C:16]2[N:21]=[C:20]([CH2:22][CH2:23][C:24]3[CH:29]=[CH:28][CH:27]=[CH:26][C:25]=3[CH2:30][C:31]([NH2:33])=[O:32])[C:19]([C:34]([F:37])([F:35])[F:36])=[CH:18][N:17]=2)=[CH:11][CH:10]=1)[CH3:7]. Given the reactants C([O-])(=O)C.[NH4+].[C:6]([C:9]1[N:14]=[CH:13][C:12]([NH:15][C:16]2[N:21]=[C:20]([CH2:22][CH2:23][C:24]3[CH:29]=[CH:28][CH:27]=[CH:26][C:25]=3[CH2:30][C:31]([NH2:33])=[O:32])[C:19]([C:34]([F:37])([F:36])[F:35])=[CH:18][N:17]=2)=[CH:11][CH:10]=1)(=O)[CH3:7].C([BH3-])#[N:39].[Na+].[OH-].[K+], predict the reaction product.